This data is from Full USPTO retrosynthesis dataset with 1.9M reactions from patents (1976-2016). The task is: Predict the reactants needed to synthesize the given product. Given the product [CH3:22][C:20]1[CH:19]=[CH:18][N:17]=[C:16]([N:6]2[C:5]3[CH:4]=[C:3]([OH:2])[CH:15]=[CH:14][C:13]=3[C:12]3[C:7]2=[CH:8][CH:9]=[CH:10][CH:11]=3)[CH:21]=1, predict the reactants needed to synthesize it. The reactants are: C[O:2][C:3]1[CH:15]=[CH:14][C:13]2[C:12]3[C:7](=[CH:8][CH:9]=[CH:10][CH:11]=3)[N:6]([C:16]3[CH:21]=[C:20]([CH3:22])[CH:19]=[CH:18][N:17]=3)[C:5]=2[CH:4]=1.Cl.[NH+]1C=CC=CC=1.